This data is from Forward reaction prediction with 1.9M reactions from USPTO patents (1976-2016). The task is: Predict the product of the given reaction. (1) Given the reactants [CH2:1]([O:3][C:4]1[CH:5]=[C:6]([CH:9]=[CH:10][C:11]=1[OH:12])[CH:7]=[O:8])[CH3:2].C([O-])([O-])=O.[K+].[K+].[CH2:19]([O:21][C:22](=[O:25])[CH2:23]Br)[CH3:20].C(O)C, predict the reaction product. The product is: [CH2:1]([O:3][C:4]1[CH:5]=[C:6]([CH:7]=[O:8])[CH:9]=[CH:10][C:11]=1[O:12][CH2:23][C:22]([O:21][CH2:19][CH3:20])=[O:25])[CH3:2]. (2) Given the reactants Br[C:2]1[CH:7]=[CH:6][CH:5]=[CH:4][N:3]=1.[Br:8][C:9]1[CH:10]=[C:11](B(O)O)[CH:12]=[CH:13][CH:14]=1.C(=O)([O-])[O-].[K+].[K+].C1(C)C=CC=CC=1, predict the reaction product. The product is: [Br:8][C:9]1[CH:14]=[C:13]([C:2]2[CH:7]=[CH:6][CH:5]=[CH:4][N:3]=2)[CH:12]=[CH:11][CH:10]=1. (3) Given the reactants C[O:2][C:3](=O)[CH2:4][C:5]1[CH:10]=[CH:9][C:8]([C:11]([C:22]2[CH:27]=[CH:26][C:25]([OH:28])=[CH:24][CH:23]=2)=[C:12]2[CH2:17][C:16]([CH3:19])([CH3:18])[CH2:15][C:14]([CH3:21])([CH3:20])[CH2:13]2)=[CH:7][CH:6]=1.[H-].[H-].[H-].[H-].[Li+].[Al+3].CCOC(C)=O.Cl, predict the reaction product. The product is: [OH:2][CH2:3][CH2:4][C:5]1[CH:10]=[CH:9][C:8]([C:11](=[C:12]2[CH2:13][C:14]([CH3:21])([CH3:20])[CH2:15][C:16]([CH3:19])([CH3:18])[CH2:17]2)[C:22]2[CH:27]=[CH:26][C:25]([OH:28])=[CH:24][CH:23]=2)=[CH:7][CH:6]=1. (4) Given the reactants [CH:1]#[C:2][CH2:3][CH2:4][CH2:5][CH2:6][CH2:7][CH2:8][CH2:9][CH2:10][CH2:11][CH3:12].[Li][CH2:14][CH2:15][CH2:16][CH3:17].BrCCCC, predict the reaction product. The product is: [CH3:1][CH2:2][CH2:3][CH2:4][C:5]#[C:6][CH2:7][CH2:8][CH2:9][CH2:10][CH2:11][CH2:12][CH2:14][CH2:15][CH2:16][CH3:17]. (5) Given the reactants Br[C:2]1[CH:9]=[CH:8][C:5]([C:6]#[N:7])=[CH:4][C:3]=1[C:10]([F:13])([F:12])[F:11].[C:14]1(B(O)O)[CH2:19][CH2:18][CH2:17][CH2:16][CH:15]=1.C[O-:24].[Na+], predict the reaction product. The product is: [C:14]1([C:2]2[CH:9]=[CH:8][C:5]([C:6]([NH2:7])=[O:24])=[CH:4][C:3]=2[C:10]([F:13])([F:12])[F:11])[CH2:19][CH2:18][CH2:17][CH2:16][CH:15]=1. (6) Given the reactants [CH:1]1[C:9]2[C:8]3[CH:10]=[CH:11][CH:12]=[CH:13][C:7]=3[O:6][C:5]=2[C:4](B(O)O)=[CH:3][CH:2]=1.Br[C:18]1[CH:19]=[CH:20][C:21]2[N:22]([C:31]3[CH:36]=[CH:35][CH:34]=[CH:33][CH:32]=3)[C:23]3[C:28]([C:29]=2[CH:30]=1)=[CH:27][CH:26]=[CH:25][CH:24]=3.C([O-])([O-])=O.[Na+].[Na+].[CH2:43](O)[CH3:44], predict the reaction product. The product is: [CH:1]1[C:9]2[C:8]3[CH:10]=[CH:11][CH:12]=[CH:13][C:7]=3[O:6][C:5]=2[C:4]([C:26]2[CH:25]=[CH:24][C:23]3[N:22]([C:31]4[CH:36]=[CH:35][CH:34]=[CH:33][CH:32]=4)[C:21]4[C:29]([C:28]=3[CH:27]=2)=[CH:30][C:18]([C:44]2[CH:43]=[CH:3][CH:2]=[CH:1][CH:9]=2)=[CH:19][CH:20]=4)=[CH:3][CH:2]=1. (7) Given the reactants [NH2:1][C:2]1[CH:7]=[CH:6][C:5]([N:8]2[CH2:13][CH2:12][N:11]([C:14](=[O:29])[CH2:15][NH:16][C:17]([C:19]3[CH:20]=[C:21]([O:25][C:26](=[O:28])[CH3:27])[CH:22]=[CH:23][CH:24]=3)=[O:18])[CH2:10][CH2:9]2)=[CH:4][CH:3]=1.[C:30](O)(=[O:37])[C:31]1[CH:36]=[CH:35][CH:34]=[CH:33][CH:32]=1.C1CN([P+](ON2N=NC3C=CC=CC2=3)(N2CCCC2)N2CCCC2)CC1.F[P-](F)(F)(F)(F)F.C(N(C(C)C)C(C)C)C, predict the reaction product. The product is: [C:30]([NH:1][C:2]1[CH:7]=[CH:6][C:5]([N:8]2[CH2:9][CH2:10][N:11]([C:14](=[O:29])[CH2:15][NH:16][C:17]([C:19]3[CH:20]=[C:21]([O:25][C:26](=[O:28])[CH3:27])[CH:22]=[CH:23][CH:24]=3)=[O:18])[CH2:12][CH2:13]2)=[CH:4][CH:3]=1)(=[O:37])[C:31]1[CH:36]=[CH:35][CH:34]=[CH:33][CH:32]=1. (8) Given the reactants C1COCC1.[Br:6][C:7]1[CH:8]=[C:9]([CH2:15][C:16]#[N:17])[CH:10]=[C:11]([O:13][CH3:14])[CH:12]=1.Cl.[OH-].[Na+], predict the reaction product. The product is: [Br:6][C:7]1[CH:8]=[C:9]([CH2:15][CH2:16][NH2:17])[CH:10]=[C:11]([O:13][CH3:14])[CH:12]=1. (9) Given the reactants [Cl:1][C:2]1[CH:7]=[CH:6][C:5]([C:8]([C:10]2[CH:14]=[CH:13][S:12][C:11]=2[C:15]2[N:19]=[CH:18][N:17]([CH:20]3[CH2:25][CH2:24][CH2:23][CH2:22][O:21]3)[N:16]=2)=[O:9])=[CH:4][CH:3]=1.CN(C)C=O.[Br:31]N1C(=O)CCC1=O, predict the reaction product. The product is: [Br:31][C:13]1[S:12][C:11]([C:15]2[N:19]=[CH:18][N:17]([CH:20]3[CH2:25][CH2:24][CH2:23][CH2:22][O:21]3)[N:16]=2)=[C:10]([C:8]([C:5]2[CH:6]=[CH:7][C:2]([Cl:1])=[CH:3][CH:4]=2)=[O:9])[CH:14]=1.